Dataset: Catalyst prediction with 721,799 reactions and 888 catalyst types from USPTO. Task: Predict which catalyst facilitates the given reaction. (1) Reactant: Br[C:2]1[CH:7]=[CH:6][CH:5]=[C:4]([Br:8])[CH:3]=1.[CH3:9][C@H:10]1[O:15][C@@H:14]([CH3:16])[CH2:13][NH:12][CH2:11]1.C1C=CC(P(C2C(C3C(P(C4C=CC=CC=4)C4C=CC=CC=4)=CC=C4C=3C=CC=C4)=C3C(C=CC=C3)=CC=2)C2C=CC=CC=2)=CC=1.CC([O-])(C)C.[Na+]. Product: [Br:8][C:4]1[CH:3]=[C:2]([N:12]2[CH2:11][C@H:10]([CH3:9])[O:15][C@H:14]([CH3:16])[CH2:13]2)[CH:7]=[CH:6][CH:5]=1. The catalyst class is: 835. (2) Reactant: [CH2:1]([N:3]1[C:7](=[NH:8])/[C:6](=[CH:9]/[C:10]2[CH:15]=[CH:14][C:13]([OH:16])=[C:12]([O:17][CH3:18])[CH:11]=2)/[NH:5][C:4]1=[O:19])[CH3:2].F[C:21]1[CH:28]=[CH:27][C:24]([C:25]#[N:26])=[CH:23][C:22]=1[C:29]([F:32])([F:31])[F:30].C(=O)([O-])[O-].[Cs+].[Cs+].O. Product: [CH2:1]([N:3]1[C:7](=[NH:8])/[C:6](=[CH:9]/[C:10]2[CH:15]=[CH:14][C:13]([O:16][C:21]3[CH:28]=[CH:27][C:24]([C:25]#[N:26])=[CH:23][C:22]=3[C:29]([F:30])([F:32])[F:31])=[C:12]([O:17][CH3:18])[CH:11]=2)/[NH:5][C:4]1=[O:19])[CH3:2]. The catalyst class is: 3. (3) Reactant: [ClH:1].[CH3:2][N:3]1[CH2:16][CH2:15][C:6]2[NH:7][C:8]3[CH:9]=[CH:10][C:11]([CH3:14])=[CH:12][C:13]=3[C:5]=2[CH2:4]1. Product: [ClH:1].[CH3:2][N:3]1[CH2:16][CH2:15][C:6]2[NH:7][C:8]3[CH:9]=[CH:10][C:11]([CH3:14])=[CH:12][C:13]=3[C:5]=2[CH2:4]1. The catalyst class is: 5. (4) The catalyst class is: 1. Reactant: [Cl:1][C:2]1[CH:7]=[CH:6][N:5]2[C:8]([C:11]3[CH:18]=[CH:17][C:14]([CH2:15][NH2:16])=[CH:13][CH:12]=3)=[CH:9][N:10]=[C:4]2[CH:3]=1.C(Cl)Cl.[F:22][C:23]([F:35])([F:34])[C:24]1[CH:25]=[C:26]([CH2:30][C:31](Cl)=[O:32])[CH:27]=[CH:28][CH:29]=1.C(NCC)(C)C. Product: [Cl:1][C:2]1[CH:7]=[CH:6][N:5]2[C:8]([C:11]3[CH:18]=[CH:17][C:14]([CH2:15][NH:16][C:31](=[O:32])[CH2:30][C:26]4[CH:27]=[CH:28][CH:29]=[C:24]([C:23]([F:34])([F:22])[F:35])[CH:25]=4)=[CH:13][CH:12]=3)=[CH:9][N:10]=[C:4]2[CH:3]=1. (5) Reactant: [NH2:1][C:2]1[CH:3]=[C:4]([N:8]2[C:12]3[N:13]=[CH:14][N:15]=[C:16]([NH:17][C:18](=[O:24])[O:19][C:20]([CH3:23])([CH3:22])[CH3:21])[C:11]=3[C:10]([C:25]3[CH:30]=[CH:29][C:28]([Cl:31])=[CH:27][CH:26]=3)=[C:9]2[Cl:32])[CH:5]=[CH:6][CH:7]=1.C=O.[BH3-][C:36]#N.[Na+]. Product: [Cl:32][C:9]1[N:8]([C:4]2[CH:5]=[CH:6][CH:7]=[C:2]([NH:1][CH3:36])[CH:3]=2)[C:12]2[N:13]=[CH:14][N:15]=[C:16]([NH:17][C:18](=[O:24])[O:19][C:20]([CH3:21])([CH3:22])[CH3:23])[C:11]=2[C:10]=1[C:25]1[CH:26]=[CH:27][C:28]([Cl:31])=[CH:29][CH:30]=1. The catalyst class is: 1. (6) Reactant: [Br:1][C:2]1[N:7]=[C:6]([C:8](=[O:11])[CH2:9][F:10])[CH:5]=[CH:4][CH:3]=1.[BH4-].[Na+].O. Product: [Br:1][C:2]1[N:7]=[C:6]([CH:8]([OH:11])[CH2:9][F:10])[CH:5]=[CH:4][CH:3]=1. The catalyst class is: 5. (7) Reactant: [OH-].[K+].[NH2:3][C:4]1[CH:12]=[CH:11][CH:10]=[C:9]([Cl:13])[C:5]=1[C:6]([OH:8])=[O:7].[C:14](Cl)(Cl)=[O:15].C1(C)C=CC=CC=1. Product: [Cl:13][C:9]1[C:5]2[C:6](=[O:8])[O:7][C:14](=[O:15])[NH:3][C:4]=2[CH:12]=[CH:11][CH:10]=1. The catalyst class is: 6. (8) Reactant: [N:1]1([C:6]2[CH:15]=[CH:14][C:13]3[CH:12]([C:16]([O:18]C)=[O:17])[CH2:11][CH2:10][CH2:9][C:8]=3[N:7]=2)[CH:5]=[N:4][N:3]=[N:2]1.[OH-].[Li+].O.Cl. Product: [N:1]1([C:6]2[CH:15]=[CH:14][C:13]3[CH:12]([C:16]([OH:18])=[O:17])[CH2:11][CH2:10][CH2:9][C:8]=3[N:7]=2)[CH:5]=[N:4][N:3]=[N:2]1. The catalyst class is: 7. (9) The catalyst class is: 12. Reactant: [O:1]1[C:5]2[CH:6]=[CH:7][C:8]([CH:10]([N:12]3[CH2:17][CH2:16][N:15](C(OC(C)(C)C)=O)[CH2:14][CH2:13]3)[CH3:11])=[CH:9][C:4]=2[O:3][CH2:2]1.[ClH:25]. Product: [ClH:25].[O:1]1[C:5]2[CH:6]=[CH:7][C:8]([CH:10]([N:12]3[CH2:17][CH2:16][NH:15][CH2:14][CH2:13]3)[CH3:11])=[CH:9][C:4]=2[O:3][CH2:2]1. (10) Reactant: C(OC(=O)[NH:7][CH2:8][CH2:9][C:10]1[N:11]=[N:12][N:13]([CH2:15][CH2:16][F:17])[N:14]=1)(C)(C)C.[ClH:19]. Product: [ClH:19].[F:17][CH2:16][CH2:15][N:13]1[N:12]=[N:11][C:10]([CH2:9][CH2:8][NH2:7])=[N:14]1. The catalyst class is: 269.